Dataset: Full USPTO retrosynthesis dataset with 1.9M reactions from patents (1976-2016). Task: Predict the reactants needed to synthesize the given product. (1) Given the product [C:1]([C:3]1[C:4]([C:19]2[CH:24]=[CH:23][C:22]([Cl:25])=[C:21]([Cl:26])[CH:20]=2)=[C:5]([C:14]([OH:16])=[O:15])[S:6][C:7]=1[N:8]1[CH2:9][CH2:10][O:11][CH2:12][CH2:13]1)#[N:2], predict the reactants needed to synthesize it. The reactants are: [C:1]([C:3]1[C:4]([C:19]2[CH:24]=[CH:23][C:22]([Cl:25])=[C:21]([Cl:26])[CH:20]=2)=[C:5]([C:14]([O:16]CC)=[O:15])[S:6][C:7]=1[N:8]1[CH2:13][CH2:12][O:11][CH2:10][CH2:9]1)#[N:2].[OH-].[Na+]. (2) Given the product [Cl:8][C:5]1[CH:6]=[CH:7][C:2]([O:17][B:16]([OH:25])[OH:21])=[CH:3][CH:4]=1, predict the reactants needed to synthesize it. The reactants are: Br[C:2]1[CH:7]=[CH:6][C:5]([Cl:8])=[CH:4][CH:3]=1.C1(C)C=CC=CC=1.[B:16]([O:25]C(C)C)([O:21]C(C)C)[O:17]C(C)C.C([Li])CCC. (3) The reactants are: [OH:1][CH:2]1[CH2:16][C:4]2([CH2:7][CH:6]([NH:8][C:9](=[O:15])[O:10][C:11]([CH3:14])([CH3:13])[CH3:12])[CH2:5]2)[CH2:3]1.CC(OI1(OC(C)=O)(OC(C)=O)OC(=O)C2C=CC=CC1=2)=O.C(=O)(O)[O-].[Na+]. Given the product [O:1]=[C:2]1[CH2:3][C:4]2([CH2:7][CH:6]([NH:8][C:9](=[O:15])[O:10][C:11]([CH3:12])([CH3:14])[CH3:13])[CH2:5]2)[CH2:16]1, predict the reactants needed to synthesize it.